Dataset: NCI-60 drug combinations with 297,098 pairs across 59 cell lines. Task: Regression. Given two drug SMILES strings and cell line genomic features, predict the synergy score measuring deviation from expected non-interaction effect. (1) Drug 1: CC12CCC3C(C1CCC2=O)CC(=C)C4=CC(=O)C=CC34C. Drug 2: CCN(CC)CCCC(C)NC1=C2C=C(C=CC2=NC3=C1C=CC(=C3)Cl)OC. Cell line: SR. Synergy scores: CSS=56.4, Synergy_ZIP=1.56, Synergy_Bliss=2.04, Synergy_Loewe=-14.4, Synergy_HSA=2.83. (2) Drug 1: CN(C)N=NC1=C(NC=N1)C(=O)N. Drug 2: C1=CC(=CC=C1CC(C(=O)O)N)N(CCCl)CCCl.Cl. Cell line: HCT-15. Synergy scores: CSS=27.1, Synergy_ZIP=-1.10, Synergy_Bliss=8.57, Synergy_Loewe=0.193, Synergy_HSA=5.07. (3) Drug 1: C1=NC2=C(N=C(N=C2N1C3C(C(C(O3)CO)O)O)F)N. Drug 2: C1CN(P(=O)(OC1)NCCCl)CCCl. Cell line: 786-0. Synergy scores: CSS=-3.82, Synergy_ZIP=1.57, Synergy_Bliss=2.11, Synergy_Loewe=-2.69, Synergy_HSA=-2.45. (4) Drug 1: CN1C(=O)N2C=NC(=C2N=N1)C(=O)N. Drug 2: COC1=NC(=NC2=C1N=CN2C3C(C(C(O3)CO)O)O)N. Cell line: OVCAR-8. Synergy scores: CSS=-3.39, Synergy_ZIP=3.42, Synergy_Bliss=4.53, Synergy_Loewe=-2.69, Synergy_HSA=-1.67. (5) Drug 1: C#CCC(CC1=CN=C2C(=N1)C(=NC(=N2)N)N)C3=CC=C(C=C3)C(=O)NC(CCC(=O)O)C(=O)O. Drug 2: C1CCC(C(C1)N)N.C(=O)(C(=O)[O-])[O-].[Pt+4]. Cell line: 786-0. Synergy scores: CSS=9.38, Synergy_ZIP=-7.24, Synergy_Bliss=-1.94, Synergy_Loewe=-2.57, Synergy_HSA=-2.14. (6) Cell line: MCF7. Synergy scores: CSS=41.8, Synergy_ZIP=12.0, Synergy_Bliss=11.9, Synergy_Loewe=-27.0, Synergy_HSA=11.0. Drug 2: C1CNP(=O)(OC1)N(CCCl)CCCl. Drug 1: CCC1=CC2CC(C3=C(CN(C2)C1)C4=CC=CC=C4N3)(C5=C(C=C6C(=C5)C78CCN9C7C(C=CC9)(C(C(C8N6C)(C(=O)OC)O)OC(=O)C)CC)OC)C(=O)OC.C(C(C(=O)O)O)(C(=O)O)O. (7) Drug 1: C(CC(=O)O)C(=O)CN.Cl. Drug 2: CCC1(C2=C(COC1=O)C(=O)N3CC4=CC5=C(C=CC(=C5CN(C)C)O)N=C4C3=C2)O.Cl. Cell line: SF-539. Synergy scores: CSS=14.3, Synergy_ZIP=-2.37, Synergy_Bliss=-2.41, Synergy_Loewe=0.345, Synergy_HSA=1.22. (8) Drug 1: CCC1=C2CN3C(=CC4=C(C3=O)COC(=O)C4(CC)O)C2=NC5=C1C=C(C=C5)O. Drug 2: C1=CC=C(C(=C1)C(C2=CC=C(C=C2)Cl)C(Cl)Cl)Cl. Cell line: CCRF-CEM. Synergy scores: CSS=42.8, Synergy_ZIP=0.0991, Synergy_Bliss=-0.354, Synergy_Loewe=-56.5, Synergy_HSA=-2.37. (9) Drug 1: CC1OCC2C(O1)C(C(C(O2)OC3C4COC(=O)C4C(C5=CC6=C(C=C35)OCO6)C7=CC(=C(C(=C7)OC)O)OC)O)O. Drug 2: CC1CCC2CC(C(=CC=CC=CC(CC(C(=O)C(C(C(=CC(C(=O)CC(OC(=O)C3CCCCN3C(=O)C(=O)C1(O2)O)C(C)CC4CCC(C(C4)OC)OCCO)C)C)O)OC)C)C)C)OC. Cell line: KM12. Synergy scores: CSS=22.7, Synergy_ZIP=-8.41, Synergy_Bliss=-8.03, Synergy_Loewe=-3.72, Synergy_HSA=-2.91.